Dataset: Peptide-MHC class I binding affinity with 185,985 pairs from IEDB/IMGT. Task: Regression. Given a peptide amino acid sequence and an MHC pseudo amino acid sequence, predict their binding affinity value. This is MHC class I binding data. (1) The MHC is HLA-B51:01 with pseudo-sequence HLA-B51:01. The binding affinity (normalized) is 0.0481. The peptide sequence is GALASCMGL. (2) The peptide sequence is ALLEDPVGT. The MHC is HLA-A02:01 with pseudo-sequence HLA-A02:01. The binding affinity (normalized) is 0.692. (3) The peptide sequence is NMRDLIVTFR. The MHC is HLA-A31:01 with pseudo-sequence HLA-A31:01. The binding affinity (normalized) is 0.988. (4) The peptide sequence is TIEDDKIVT. The MHC is HLA-A02:02 with pseudo-sequence HLA-A02:02. The binding affinity (normalized) is 0.0162. (5) The peptide sequence is STIFDIVSK. The MHC is HLA-A11:01 with pseudo-sequence HLA-A11:01. The binding affinity (normalized) is 0.923. (6) The peptide sequence is YMLDLQPETT. The MHC is HLA-A02:05 with pseudo-sequence HLA-A02:05. The binding affinity (normalized) is 0. (7) The peptide sequence is DYFESFSSFF. The MHC is HLA-A23:01 with pseudo-sequence HLA-A23:01. The binding affinity (normalized) is 0.857.